From a dataset of Catalyst prediction with 721,799 reactions and 888 catalyst types from USPTO. Predict which catalyst facilitates the given reaction. (1) Reactant: [Cl:1][C:2]1[CH:3]=[C:4]2[C:8](=[CH:9][CH:10]=1)[N:7]([CH2:11]O)[C:6](=[O:13])[CH2:5]2.C([C:16]1[NH:17][CH:18]=[CH:19][N:20]=1)([C:16]1[NH:17][CH:18]=[CH:19][N:20]=1)=O. Product: [Cl:1][C:2]1[CH:3]=[C:4]2[C:8](=[CH:9][CH:10]=1)[N:7]([CH2:11][N:17]1[CH:18]=[CH:19][N:20]=[CH:16]1)[C:6](=[O:13])[CH2:5]2. The catalyst class is: 23. (2) Reactant: [NH2:1][C:2]1[C:10]2[C:5](=[CH:6][CH:7]=[CH:8][CH:9]=2)[C:4]([C:18]2[CH:25]=[CH:24][C:21]([C:22]#[N:23])=[CH:20][CH:19]=2)([C:11]2[CH:16]=[CH:15][CH:14]=[C:13](Br)[CH:12]=2)[N:3]=1.[F:26][C:27]1[C:32](B(O)O)=[CH:31][CH:30]=[CH:29][N:28]=1.C(=O)([O-])[O-].[K+].[K+].COC=COC. Product: [NH2:1][C:2]1[C:10]2[C:5](=[CH:6][CH:7]=[CH:8][CH:9]=2)[C:4]([C:18]2[CH:25]=[CH:24][C:21]([C:22]#[N:23])=[CH:20][CH:19]=2)([C:11]2[CH:16]=[CH:15][CH:14]=[C:13]([C:32]3[C:27]([F:26])=[N:28][CH:29]=[CH:30][CH:31]=3)[CH:12]=2)[N:3]=1. The catalyst class is: 40. (3) Reactant: C([C@@H]1CSC(=S)N1[C:10](=[O:26])[CH2:11][C@H:12]([O:18][Si:19]([CH2:24][CH3:25])([CH2:22][CH3:23])[CH2:20][CH3:21])[CH2:13][CH2:14][CH2:15][CH:16]=[CH2:17])(C)C.CC(C[AlH]CC(C)C)C.C(C(C(C([O-])=O)O)O)([O-])=O.[K+].[Na+]. The catalyst class is: 11. Product: [CH2:24]([Si:19]([CH2:20][CH3:21])([CH2:22][CH3:23])[O:18][C@H:12]([CH2:13][CH2:14][CH2:15][CH:16]=[CH2:17])[CH2:11][CH:10]=[O:26])[CH3:25].